From a dataset of Reaction yield outcomes from USPTO patents with 853,638 reactions. Predict the reaction yield, written as a fraction of the theoretical maximum amount of product (1.0 means a 100% yield; for example, 0.34 means a 34% yield). (1) The reactants are [Cl:1][S:2]([OH:5])(=O)=[O:3].[Br:6][C:7]1[CH:8]=[CH:9][C:10]([NH2:13])=[N:11][CH:12]=1. No catalyst specified. The product is [NH2:13][C:10]1[C:9]([S:2]([Cl:1])(=[O:5])=[O:3])=[CH:8][C:7]([Br:6])=[CH:12][N:11]=1. The yield is 0.770. (2) The yield is 0.980. The reactants are [CH3:1][O:2][C:3]([C:5]1[CH:26]=[CH:25][C:8]2[N:9]=[C:10]([C:12]([CH2:23][CH3:24])([C:15]3[CH:20]=[CH:19][C:18]([OH:21])=[C:17]([CH3:22])[CH:16]=3)[CH2:13][CH3:14])[O:11][C:7]=2[CH:6]=1)=[O:4].Br[CH2:28][C:29](=[O:34])[C:30]([CH3:33])([CH3:32])[CH3:31].C([O-])([O-])=O.[K+].[K+]. The product is [CH3:1][O:2][C:3]([C:5]1[CH:26]=[CH:25][C:8]2[N:9]=[C:10]([C:12]([C:15]3[CH:20]=[CH:19][C:18]([O:21][CH2:28][C:29](=[O:34])[C:30]([CH3:33])([CH3:32])[CH3:31])=[C:17]([CH3:22])[CH:16]=3)([CH2:13][CH3:14])[CH2:23][CH3:24])[O:11][C:7]=2[CH:6]=1)=[O:4]. The catalyst is CC(C)=O. (3) The reactants are [Cl:1][C:2]1[CH:3]=[C:4]([CH:6]=[CH:7][C:8]=1[O:9][C:10]1[C:19]2[C:14](=[CH:15][C:16]([O:22][CH3:23])=[C:17]([O:20][CH3:21])[CH:18]=2)[N:13]=[CH:12][N:11]=1)[NH2:5].C(O)C.[Cl:27][C:28]1[CH:33]=[CH:32][CH:31]=[CH:30][C:29]=1[C:34]([N:36]=[C:37]=[S:38])=[O:35]. The catalyst is C1(C)C=CC=CC=1. The product is [Cl:27][C:28]1[CH:33]=[CH:32][CH:31]=[CH:30][C:29]=1[C:34]([NH:36][C:37]([NH:5][C:4]1[CH:6]=[CH:7][C:8]([O:9][C:10]2[C:19]3[C:14](=[CH:15][C:16]([O:22][CH3:23])=[C:17]([O:20][CH3:21])[CH:18]=3)[N:13]=[CH:12][N:11]=2)=[C:2]([Cl:1])[CH:3]=1)=[S:38])=[O:35]. The yield is 0.900. (4) The reactants are Cl[C:2]1[N:3]=[N:4][C:5]([Cl:18])=[CH:6][C:7]=1[C:8]1[NH:9][C:10]2[C:15]([CH:16]=1)=[C:14]([F:17])[CH:13]=[CH:12][CH:11]=2.[CH2:19]([Sn](CCCC)(CCCC)C=C)[CH2:20]CC.[Li+].[Cl-]. The catalyst is CN(C=O)C.Cl[Pd](Cl)([P](C1C=CC=CC=1)(C1C=CC=CC=1)C1C=CC=CC=1)[P](C1C=CC=CC=1)(C1C=CC=CC=1)C1C=CC=CC=1. The product is [Cl:18][C:5]1[N:4]=[N:3][C:2]([CH:19]=[CH2:20])=[C:7]([C:8]2[NH:9][C:10]3[C:15]([CH:16]=2)=[C:14]([F:17])[CH:13]=[CH:12][CH:11]=3)[CH:6]=1. The yield is 0.290. (5) The reactants are C([O-])(=O)C.[K+].FC(F)(F)S(O[C:12]1[CH:21]=[C:20]2[C:15]([CH:16]=[CH:17][CH:18]=[N:19]2)=[CH:14][CH:13]=1)(=O)=O.[CH3:24][C:25]1([CH3:41])[C:29]([CH3:31])([CH3:30])[O:28][B:27]([B:27]2[O:28][C:29]([CH3:31])([CH3:30])[C:25]([CH3:41])([CH3:24])[O:26]2)[O:26]1. The catalyst is O1CCOCC1.C(OCC)(=O)C.O.Cl[Pd]Cl.C1(P(C2C=CC=CC=2)[C-]2C=CC=C2)C=CC=CC=1.[C-]1(P(C2C=CC=CC=2)C2C=CC=CC=2)C=CC=C1.[Fe+2]. The product is [CH3:24][C:25]1([CH3:41])[C:29]([CH3:31])([CH3:30])[O:28][B:27]([C:12]2[CH:21]=[C:20]3[C:15]([CH:16]=[CH:17][CH:18]=[N:19]3)=[CH:14][CH:13]=2)[O:26]1. The yield is 0.813. (6) The reactants are [Cl:1][C:2]1[C:3]([CH:9]=O)=[N:4][CH:5]=[C:6]([Cl:8])[N:7]=1.[CH2:11]([NH:18][CH2:19][CH2:20][OH:21])[C:12]1[CH:17]=[CH:16][CH:15]=[CH:14][CH:13]=1.C(O[BH-](OC(=O)C)OC(=O)C)(=O)C.[Na+].C(=O)([O-])O.[Na+]. The catalyst is C1COCC1.C(OCC)(=O)C.C(O)(=O)C. The product is [CH2:11]([N:18]([CH2:9][C:3]1[C:2]([Cl:1])=[N:7][C:6]([Cl:8])=[CH:5][N:4]=1)[CH2:19][CH2:20][OH:21])[C:12]1[CH:17]=[CH:16][CH:15]=[CH:14][CH:13]=1. The yield is 0.700.